From a dataset of Forward reaction prediction with 1.9M reactions from USPTO patents (1976-2016). Predict the product of the given reaction. (1) Given the reactants [Cl:1][C:2]1[CH:3]=[CH:4][C:5]2[N:11]3[C:12]([C:15]([F:18])([F:17])[F:16])=[N:13][N:14]=[C:10]3[C@@H:9]([CH2:19][C:20]([O:22]CC)=[O:21])[O:8][C@H:7]([C:25]3[C:26]([C:31]([F:34])([F:33])[F:32])=[N:27][CH:28]=[CH:29][CH:30]=3)[C:6]=2[CH:35]=1.Cl.O, predict the reaction product. The product is: [Cl:1][C:2]1[CH:3]=[CH:4][C:5]2[N:11]3[C:12]([C:15]([F:18])([F:17])[F:16])=[N:13][N:14]=[C:10]3[C@@H:9]([CH2:19][C:20]([OH:22])=[O:21])[O:8][C@H:7]([C:25]3[C:26]([C:31]([F:34])([F:32])[F:33])=[N:27][CH:28]=[CH:29][CH:30]=3)[C:6]=2[CH:35]=1. (2) Given the reactants Cl[C:2]1[C:11]2[C:6](=[CH:7][CH:8]=[C:9](I)[CH:10]=2)[N:5]=[CH:4][N:3]=1.[N:13]1[C:21]2[C:16](=[N:17][CH:18]=[CH:19][CH:20]=2)[S:15][C:14]=1[NH2:22].[C:23]1([OH:29])[CH:28]=[CH:27][CH:26]=[CH:25][CH:24]=1, predict the reaction product. The product is: [O:29]([C:9]1[CH:10]=[C:11]2[C:6](=[CH:7][CH:8]=1)[N:5]=[CH:4][N:3]=[C:2]2[NH:22][C:14]1[S:15][C:16]2[C:21]([N:13]=1)=[CH:20][CH:19]=[CH:18][N:17]=2)[C:23]1[CH:28]=[CH:27][CH:26]=[CH:25][CH:24]=1. (3) Given the reactants [N:1]1[C:10]2[CH:9]([NH:11][CH2:12][CH2:13][CH2:14][CH2:15][N:16]3[C:24](=[O:25])[C:23]4[C:18](=[CH:19][CH:20]=[CH:21][CH:22]=4)[C:17]3=[O:26])[CH2:8][CH2:7][CH2:6][C:5]=2[CH:4]=[CH:3][CH:2]=1.C(N(C(C)C)CC)(C)C.[I-].[K+].Cl[CH2:39][C:40]1[NH:44][C:43]2[CH:45]=[C:46]([CH3:50])[C:47]([CH3:49])=[CH:48][C:42]=2[N:41]=1, predict the reaction product. The product is: [CH3:50][C:46]1[C:47]([CH3:49])=[CH:48][C:42]2[NH:41][C:40]([CH2:39][N:11]([CH:9]3[C:10]4[N:1]=[CH:2][CH:3]=[CH:4][C:5]=4[CH2:6][CH2:7][CH2:8]3)[CH2:12][CH2:13][CH2:14][CH2:15][N:16]3[C:24](=[O:25])[C:23]4[C:18](=[CH:19][CH:20]=[CH:21][CH:22]=4)[C:17]3=[O:26])=[N:44][C:43]=2[CH:45]=1. (4) Given the reactants [C:1]([C:3]1[N:11]=[CH:10][C:9]2[N:8]([CH2:12][O:13][CH2:14][CH2:15][Si:16]([CH3:19])([CH3:18])[CH3:17])[C:7]3[N:20]=[CH:21][CH:22]=[C:23]([N:24]4[CH2:28][CH2:27][C@H:26]([NH:29]C(=O)OC(C)(C)C)[CH2:25]4)[C:6]=3[C:5]=2[CH:4]=1)#[N:2].FC(F)(F)C(O)=O, predict the reaction product. The product is: [NH2:29][C@H:26]1[CH2:27][CH2:28][N:24]([C:23]2[C:6]3[C:5]4[CH:4]=[C:3]([C:1]#[N:2])[N:11]=[CH:10][C:9]=4[N:8]([CH2:12][O:13][CH2:14][CH2:15][Si:16]([CH3:19])([CH3:18])[CH3:17])[C:7]=3[N:20]=[CH:21][CH:22]=2)[CH2:25]1. (5) Given the reactants [Cl:1][C:2]1[CH:10]=[C:9]([Cl:11])[C:8]([I:12])=[CH:7][C:3]=1[C:4]([OH:6])=[O:5].[CH3:13][Si](C=[N+]=[N-])(C)C.C(O)(=O)C, predict the reaction product. The product is: [CH3:13][O:5][C:4](=[O:6])[C:3]1[CH:7]=[C:8]([I:12])[C:9]([Cl:11])=[CH:10][C:2]=1[Cl:1]. (6) Given the reactants [N:1]([C:4]1[C:13]2[CH2:12][CH2:11][N:10]([CH2:14][C:15]3[CH:20]=[CH:19][CH:18]=[CH:17][CH:16]=3)[CH2:9][C:8]=2[N:7]=[CH:6][CH:5]=1)=[N+]=[N-].C1C=CC(P(C2C=CC=CC=2)C2C=CC=CC=2)=CC=1, predict the reaction product. The product is: [CH2:14]([N:10]1[CH2:9][C:8]2[N:7]=[CH:6][CH:5]=[C:4]([NH2:1])[C:13]=2[CH2:12][CH2:11]1)[C:15]1[CH:20]=[CH:19][CH:18]=[CH:17][CH:16]=1. (7) Given the reactants [CH3:1][C:2]([CH3:58])([CH2:10][C:11]([O:13][C@H:14]1[CH2:31][CH2:30][C@@:29]2([CH3:32])[C@@H:16]([CH2:17][CH2:18][C@:19]3([CH3:55])[C@@H:28]2[CH2:27][CH2:26][C@H:25]2[C@@:20]3([CH3:54])[CH2:21][CH2:22][C@@:23]3(/[CH:40]=[CH:41]/[C:42]([NH:44][C@H:45]([C:47]4[CH:52]=[CH:51][C:50]([Cl:53])=[CH:49][CH:48]=4)[CH3:46])=[O:43])[CH2:35][C:34](=[O:36])[C:33]([CH:37]([CH3:39])[CH3:38])=[C:24]32)[C:15]1([CH3:57])[CH3:56])=[O:12])[C:3]([O:5]C(C)(C)C)=[O:4].[C:59]([OH:65])([C:61]([F:64])([F:63])[F:62])=[O:60].CC#N, predict the reaction product. The product is: [C:59]([OH:65])([C:61]([F:64])([F:63])[F:62])=[O:60].[OH2:4].[Cl:53][C:50]1[CH:49]=[CH:48][C:47]([C@@H:45]([NH:44][C:42](=[O:43])/[CH:41]=[CH:40]/[C@:23]23[CH2:35][C:34](=[O:36])[C:33]([CH:37]([CH3:39])[CH3:38])=[C:24]2[C@@H:25]2[C@@:20]([CH3:54])([CH2:21][CH2:22]3)[C@@:19]3([CH3:55])[C@@H:28]([C@:29]4([CH3:32])[C@@H:16]([CH2:17][CH2:18]3)[C:15]([CH3:56])([CH3:57])[C@@H:14]([O:13][C:11](=[O:12])[CH2:10][C:2]([CH3:1])([CH3:58])[C:3]([OH:5])=[O:4])[CH2:31][CH2:30]4)[CH2:27][CH2:26]2)[CH3:46])=[CH:52][CH:51]=1. (8) Given the reactants [CH2:1]([N:8]([CH:29]([CH:31]1[CH2:33][CH2:32]1)[CH3:30])[C:9](=[O:28])[CH2:10][N:11]1[C:25](=[O:26])[C:14]2([C:22]3[C:17](=[CH:18][C:19]([CH:23]=O)=[CH:20][CH:21]=3)[CH2:16][CH2:15]2)[NH:13][C:12]1=[O:27])[C:2]1[CH:7]=[CH:6][CH:5]=[CH:4][CH:3]=1.II.C([O-])([O-])=O.[K+].[K+], predict the reaction product. The product is: [CH2:1]([N:8]([CH:29]([CH:31]1[CH2:32][CH2:33]1)[CH3:30])[C:9](=[O:28])[CH2:10][N:11]1[C:25](=[O:26])[C:14]2([C:22]3[C:17](=[CH:18][C:19]([C:23]4[NH:8][CH2:9][CH2:10][N:11]=4)=[CH:20][CH:21]=3)[CH2:16][CH2:15]2)[NH:13][C:12]1=[O:27])[C:2]1[CH:3]=[CH:4][CH:5]=[CH:6][CH:7]=1. (9) Given the reactants [F:1][C:2]([F:24])([F:23])[C:3]([CH2:14][NH:15]CC1C=CC=CC=1)([OH:13])[CH2:4][NH:5]CC1C=CC=CC=1, predict the reaction product. The product is: [NH2:5][CH2:4][C:3]([CH2:14][NH2:15])([OH:13])[C:2]([F:24])([F:23])[F:1]. (10) The product is: [CH3:8][C:7]1[C:6]([NH:9][CH2:10][CH2:11][O:12][C:13]2[CH:18]=[CH:17][CH:16]=[CH:15][CH:14]=2)=[C:5]([NH2:19])[C:4]([O:22][C:23]2[CH:24]=[CH:25][CH:26]=[CH:27][CH:28]=2)=[N:3][C:2]=1[CH3:1]. Given the reactants [CH3:1][C:2]1[C:7]([CH3:8])=[C:6]([NH:9][CH2:10][CH2:11][O:12][C:13]2[CH:18]=[CH:17][CH:16]=[CH:15][CH:14]=2)[C:5]([N+:19]([O-])=O)=[C:4]([O:22][C:23]2[CH:28]=[CH:27][CH:26]=[CH:25][CH:24]=2)[N:3]=1.[H][H], predict the reaction product.